This data is from Reaction yield outcomes from USPTO patents with 853,638 reactions. The task is: Predict the reaction yield, written as a fraction of the theoretical maximum amount of product (1.0 means a 100% yield; for example, 0.34 means a 34% yield). (1) The reactants are Cl[CH2:2][C:3]1[S:4][CH:5]=[CH:6][N:7]=1.[OH:8][C:9]1[CH:14]=[CH:13][C:12]([NH:15][C:16]2[C:25]3[C:20](=[CH:21][CH:22]=[CH:23][C:24]=3[O:26][C@H:27]([CH3:33])[CH2:28][NH:29][C:30](=[O:32])[CH3:31])[N:19]=[CH:18][N:17]=2)=[CH:11][C:10]=1[CH3:34]. No catalyst specified. The product is [CH3:34][C:10]1[CH:11]=[C:12]([NH:15][C:16]2[C:25]3[C:20](=[CH:21][CH:22]=[CH:23][C:24]=3[O:26][C@H:27]([CH3:33])[CH2:28][NH:29][C:30](=[O:32])[CH3:31])[N:19]=[CH:18][N:17]=2)[CH:13]=[CH:14][C:9]=1[O:8][CH2:2][C:3]1[S:4][CH:5]=[CH:6][N:7]=1. The yield is 0.250. (2) The reactants are [C:1]([O:5][C:6](=[O:21])[N:7]([CH2:10][CH2:11][C:12]1[CH:17]=[CH:16][C:15]([Cl:18])=[C:14]([CH:19]=O)[CH:13]=1)[CH2:8][CH3:9])([CH3:4])([CH3:3])[CH3:2].CCN(CC)CC.[CH:29]1([NH2:32])[CH2:31][CH2:30]1.[BH4-].[Na+].C([O-])(O)=O.[Na+]. The catalyst is CO. The product is [C:1]([O:5][C:6](=[O:21])[N:7]([CH2:10][CH2:11][C:12]1[CH:17]=[CH:16][C:15]([Cl:18])=[C:14]([CH2:19][NH:32][CH:29]2[CH2:31][CH2:30]2)[CH:13]=1)[CH2:8][CH3:9])([CH3:4])([CH3:3])[CH3:2]. The yield is 0.440. (3) The reactants are [Si:1]([O:8][CH:9]([CH:28]1[CH2:36][C:35]2[C:30](=[CH:31][CH:32]=[CH:33][CH:34]=2)[CH2:29]1)[C:10]1[O:11][C:12]([Sn](CCCC)(CCCC)CCCC)=[CH:13][N:14]=1)([C:4]([CH3:7])([CH3:6])[CH3:5])([CH3:3])[CH3:2].Br[C:38]1[CH:43]=[CH:42][CH:41]=[CH:40][N:39]=1. No catalyst specified. The product is [Si:1]([O:8][CH:9]([CH:28]1[CH2:36][C:35]2[C:30](=[CH:31][CH:32]=[CH:33][CH:34]=2)[CH2:29]1)[C:10]1[O:11][C:12]([C:38]2[CH:43]=[CH:42][CH:41]=[CH:40][N:39]=2)=[CH:13][N:14]=1)([C:4]([CH3:7])([CH3:5])[CH3:6])([CH3:2])[CH3:3]. The yield is 0.590. (4) The reactants are [Br:1][C:2]1[CH:8]=[CH:7][C:5]([NH2:6])=[CH:4][C:3]=1[O:9][CH3:10].[C:11](N1C=CC=CC1=O)(N1C=CC=CC1=O)=[S:12]. The catalyst is ClCCl. The product is [Br:1][C:2]1[CH:8]=[CH:7][C:5]([N:6]=[C:11]=[S:12])=[CH:4][C:3]=1[O:9][CH3:10]. The yield is 0.750. (5) The product is [N:16]1([CH2:21][CH2:22][C:23]2[CH:24]=[C:25]([NH:29]/[CH:3]=[C:4]3\[C:5](=[O:15])[NH:6][C:7](=[O:14])[C:8]4[C:13]\3=[CH:12][CH:11]=[CH:10][CH:9]=4)[CH:26]=[CH:27][CH:28]=2)[CH2:20][CH2:19][CH2:18][CH2:17]1. The reactants are CO[CH:3]=[C:4]1[C:13]2[C:8](=[CH:9][CH:10]=[CH:11][CH:12]=2)[C:7](=[O:14])[NH:6][C:5]1=[O:15].[N:16]1([CH2:21][CH2:22][C:23]2[CH:24]=[C:25]([NH2:29])[CH:26]=[CH:27][CH:28]=2)[CH2:20][CH2:19][CH2:18][CH2:17]1. The catalyst is CN(C)C=O. The yield is 0.920. (6) The reactants are C(OC([N:8]1[CH2:13][CH2:12][CH:11]([O:14][C:15]2[CH:20]=[CH:19][CH:18]=[C:17]([NH:21][C:22](=[O:31])[C:23]3[CH:28]=[CH:27][C:26]([F:29])=[CH:25][C:24]=3[Cl:30])[CH:16]=2)[CH2:10][CH2:9]1)=O)(C)(C)C.Cl. The catalyst is O1CCOCC1. The product is [ClH:30].[Cl:30][C:24]1[CH:25]=[C:26]([F:29])[CH:27]=[CH:28][C:23]=1[C:22]([NH:21][C:17]1[CH:18]=[CH:19][CH:20]=[C:15]([O:14][CH:11]2[CH2:10][CH2:9][NH:8][CH2:13][CH2:12]2)[CH:16]=1)=[O:31]. The yield is 1.00. (7) The reactants are [CH3:1][NH2:2].[CH2:3]([O:6][C:7]1[C:14]([O:15][C:16]([F:19])([F:18])[F:17])=[CH:13][CH:12]=[CH:11][C:8]=1[CH:9]=O)[CH2:4][CH3:5].[BH4-].[Na+]. The catalyst is CO. The product is [CH3:1][NH:2][CH2:9][C:8]1[CH:11]=[CH:12][CH:13]=[C:14]([O:15][C:16]([F:19])([F:18])[F:17])[C:7]=1[O:6][CH2:3][CH2:4][CH3:5]. The yield is 0.730. (8) The reactants are [Br:1]Br.C([O-])(=O)C.[Na+].[CH3:8][O:9][C:10]1[CH:15]=[CH:14][CH:13]=[CH:12][N:11]=1.[OH-].[Na+]. The catalyst is C(O)(=O)C. The product is [Br:1][C:13]1[CH:14]=[CH:15][C:10]([O:9][CH3:8])=[N:11][CH:12]=1. The yield is 0.510. (9) The reactants are C[O:2][C:3]([C:5]1[S:9][C:8]([C:10]2[CH:15]=[CH:14][C:13]([Cl:16])=[CH:12][CH:11]=2)=[N:7][C:6]=1[CH2:17][CH:18]([O:21][CH3:22])[O:19][CH3:20])=[O:4].[OH-].[Na+]. The catalyst is CCO. The product is [Cl:16][C:13]1[CH:14]=[CH:15][C:10]([C:8]2[S:9][C:5]([C:3]([OH:4])=[O:2])=[C:6]([CH2:17][CH:18]([O:21][CH3:22])[O:19][CH3:20])[N:7]=2)=[CH:11][CH:12]=1. The yield is 0.960.